This data is from Catalyst prediction with 721,799 reactions and 888 catalyst types from USPTO. The task is: Predict which catalyst facilitates the given reaction. (1) Reactant: Cl.Cl.[Cl:3][C:4]1[CH:9]=[CH:8][CH:7]=[CH:6][C:5]=1[CH:10]([N:14]1[CH2:19][CH2:18][N:17]2[CH2:20][CH2:21][CH2:22][C@@H:16]2[CH2:15]1)[C:11]([OH:13])=O.CCN(C(C)C)C(C)C.C1C=CC2N(O)N=NC=2C=1.O.CCN=C=NCCCN(C)C.Cl.[F:55][C:56]([F:70])([F:69])[C:57]1[CH:58]=[C:59]([NH:67][NH2:68])[CH:60]=[C:61]([C:63]([F:66])([F:65])[F:64])[CH:62]=1. Product: [F:55][C:56]([F:69])([F:70])[C:57]1[CH:58]=[C:59]([NH:67][NH:68][C:11](=[O:13])[CH:10]([C:5]2[CH:6]=[CH:7][CH:8]=[CH:9][C:4]=2[Cl:3])[N:14]2[CH2:19][CH2:18][N:17]3[CH2:20][CH2:21][CH2:22][C@@H:16]3[CH2:15]2)[CH:60]=[C:61]([C:63]([F:66])([F:64])[F:65])[CH:62]=1. The catalyst class is: 2. (2) Reactant: [Br:1][C:2]1[CH:3]=[CH:4][C:5]([Cl:16])=[C:6]([CH:15]=1)[CH2:7][C:8]1[CH:13]=[CH:12][C:11]([OH:14])=[CH:10][CH:9]=1.[C:17]([Si:21](Cl)([CH3:23])[CH3:22])([CH3:20])([CH3:19])[CH3:18].C(N(CC)CC)C. The catalyst class is: 10. Product: [Br:1][C:2]1[CH:3]=[CH:4][C:5]([Cl:16])=[C:6]([CH:15]=1)[CH2:7][C:8]1[CH:13]=[CH:12][C:11]([O:14][Si:21]([C:17]([CH3:20])([CH3:19])[CH3:18])([CH3:23])[CH3:22])=[CH:10][CH:9]=1. (3) Reactant: Cl.[NH2:2][CH2:3][C:4]1[CH:13]=[CH:12][C:7]([C:8]([O:10][CH3:11])=[O:9])=[CH:6][CH:5]=1.CCN(CC)CC.[Cl:21][C:22]1[CH:27]=[CH:26][C:25]([S:28](Cl)(=[O:30])=[O:29])=[CH:24][CH:23]=1.O. Product: [Cl:21][C:22]1[CH:27]=[CH:26][C:25]([S:28]([NH:2][CH2:3][C:4]2[CH:5]=[CH:6][C:7]([C:8]([O:10][CH3:11])=[O:9])=[CH:12][CH:13]=2)(=[O:30])=[O:29])=[CH:24][CH:23]=1. The catalyst class is: 4. (4) Reactant: [Br:1][C:2]1[CH:3]=[C:4]([C:15]2([OH:37])[CH2:19][C:18]([C:24]3[CH:29]=[C:28]([Cl:30])[CH:27]=[C:26]([Cl:31])[CH:25]=3)([C:20]([F:23])([F:22])[F:21])[S:17][CH:16]2[C:32]([O:34]CC)=[O:33])[CH:5]=[CH:6][C:7]=1[C:8]([O:10][C:11]([CH3:14])([CH3:13])[CH3:12])=[O:9].O.[OH-].[Li+]. Product: [Br:1][C:2]1[CH:3]=[C:4]([C:15]2([OH:37])[CH2:19][C:18]([C:24]3[CH:25]=[C:26]([Cl:31])[CH:27]=[C:28]([Cl:30])[CH:29]=3)([C:20]([F:23])([F:21])[F:22])[S:17][CH:16]2[C:32]([OH:34])=[O:33])[CH:5]=[CH:6][C:7]=1[C:8]([O:10][C:11]([CH3:13])([CH3:14])[CH3:12])=[O:9]. The catalyst class is: 30. (5) Reactant: C[O:2][C:3]([C:5]1[CH:10]=[CH:9][C:8]([C:11]2[C:16]([CH3:17])=[CH:15][CH:14]=[CH:13][C:12]=2[CH3:18])=[CH:7][CH:6]=1)=[O:4].[OH-].[Li+]. Product: [CH3:18][C:12]1[CH:13]=[CH:14][CH:15]=[C:16]([CH3:17])[C:11]=1[C:8]1[CH:9]=[CH:10][C:5]([C:3]([OH:4])=[O:2])=[CH:6][CH:7]=1. The catalyst class is: 7.